From a dataset of Full USPTO retrosynthesis dataset with 1.9M reactions from patents (1976-2016). Predict the reactants needed to synthesize the given product. (1) Given the product [OH:8][N:9]1[C:14]2[N:15]=[C:16]([CH3:19])[N:17]=[CH:18][C:13]=2[C:12]([NH:20][CH2:21][C:22]2[CH:27]=[CH:26][C:25]([O:28][CH3:29])=[CH:24][CH:23]=2)=[CH:11][C:10]1=[O:30], predict the reactants needed to synthesize it. The reactants are: C([O:8][N:9]1[C:14]2[N:15]=[C:16]([CH3:19])[N:17]=[CH:18][C:13]=2[C:12]([NH:20][CH2:21][C:22]2[CH:27]=[CH:26][C:25]([O:28][CH3:29])=[CH:24][CH:23]=2)=[CH:11][C:10]1=[O:30])C1C=CC=CC=1.[H][H]. (2) Given the product [CH3:36][C:29]1[CH:28]=[C:27]([CH2:26][C:25]([CH3:38])([CH3:37])[C:24]([OH:39])=[O:23])[CH:32]=[C:31]([CH3:33])[C:30]=1[C:34]1[NH:21][C:20]2[CH:19]=[CH:18][C:4]([C:5](=[O:6])[NH:7][C:8]3[CH:9]=[N:10][C:11]([C:14]([F:17])([F:15])[F:16])=[CH:12][CH:13]=3)=[CH:3][C:2]=2[N:1]=1, predict the reactants needed to synthesize it. The reactants are: [NH2:1][C:2]1[CH:3]=[C:4]([CH:18]=[CH:19][C:20]=1[NH2:21])[C:5]([NH:7][C:8]1[CH:9]=[N:10][C:11]([C:14]([F:17])([F:16])[F:15])=[CH:12][CH:13]=1)=[O:6].C[O:23][C:24](=[O:39])[C:25]([CH3:38])([CH3:37])[CH2:26][C:27]1[CH:32]=[C:31]([CH3:33])[C:30]([CH:34]=O)=[C:29]([CH3:36])[CH:28]=1.